The task is: Predict the reaction yield, written as a fraction of the theoretical maximum amount of product (1.0 means a 100% yield; for example, 0.34 means a 34% yield).. This data is from Reaction yield outcomes from USPTO patents with 853,638 reactions. (1) The reactants are [Cl:1][C:2]1[CH:11]=[C:10]2[C:5]([CH2:6][CH:7]([CH2:19][OH:20])[N:8]([C:12]([O:14][C:15]([CH3:18])([CH3:17])[CH3:16])=[O:13])[CH2:9]2)=[CH:4][CH:3]=1.CC(OI1(OC(C)=O)(OC(C)=O)OC(=O)C2C=CC=CC1=2)=O. The catalyst is C(Cl)Cl. The product is [Cl:1][C:2]1[CH:11]=[C:10]2[C:5]([CH2:6][CH:7]([CH:19]=[O:20])[N:8]([C:12]([O:14][C:15]([CH3:16])([CH3:17])[CH3:18])=[O:13])[CH2:9]2)=[CH:4][CH:3]=1. The yield is 0.600. (2) The reactants are Br[C:2]1[CH:7]=[CH:6][C:5]([S:8]([NH:11][CH:12]([CH3:14])[CH3:13])(=[O:10])=[O:9])=[CH:4][C:3]=1[F:15].[C:16]([C:18]1[N:22]([CH3:23])[C:21](B(O)O)=[CH:20][CH:19]=1)#[N:17].[F-].[K+].C(P(C(C)(C)C)C(C)(C)C)(C)(C)C. The catalyst is C1C=CC(/C=C/C(/C=C/C2C=CC=CC=2)=O)=CC=1.C1C=CC(/C=C/C(/C=C/C2C=CC=CC=2)=O)=CC=1.C1C=CC(/C=C/C(/C=C/C2C=CC=CC=2)=O)=CC=1.[Pd].[Pd]. The product is [C:16]([C:18]1[N:22]([CH3:23])[C:21]([C:2]2[CH:7]=[CH:6][C:5]([S:8]([NH:11][CH:12]([CH3:14])[CH3:13])(=[O:10])=[O:9])=[CH:4][C:3]=2[F:15])=[CH:20][CH:19]=1)#[N:17]. The yield is 0.190. (3) The reactants are [Br:1][C:2]1[N:7]=[C:6]([C@:8]([NH:15][S@@:16]([C:18]([CH3:21])([CH3:20])[CH3:19])=[O:17])([CH2:12][CH2:13][OH:14])[CH:9]([F:11])[F:10])[C:5]([F:22])=[CH:4][CH:3]=1.BrC1N=C([C@@](N[S@@](C(C)(C)C)=O)(CCO)C(F)F)C(F)=CC=1.CC(OI1(OC(C)=O)(OC(C)=O)OC(=O)C2C=CC=CC1=2)=O.BrC1N=C([C@](N[S@@](C(C)(C)C)=O)(CC=O)C(F)F)C(F)=CC=1. The catalyst is C(Cl)Cl.O. The product is [Br:1][C:2]1[N:7]=[C:6]([C@@:8]([NH:15][S@@:16]([C:18]([CH3:20])([CH3:19])[CH3:21])=[O:17])([CH2:12][CH:13]=[O:14])[CH:9]([F:11])[F:10])[C:5]([F:22])=[CH:4][CH:3]=1. The yield is 0.709. (4) The reactants are C1(C)C=CC=CC=1.[C:8]([OH:13])(=[O:12])[C:9]([CH3:11])=[O:10].[CH2:14](O)[CH2:15][CH2:16][CH2:17][CH2:18][CH2:19][CH2:20][CH2:21][CH2:22][CH2:23][CH2:24][CH2:25][CH2:26][CH2:27][CH2:28][CH2:29][CH2:30][CH3:31]. The catalyst is O.C1(C)C=CC(S(O)(=O)=O)=CC=1.O. The product is [C:8]([O:13][CH2:31][CH2:30][CH2:29][CH2:28][CH2:27][CH2:26][CH2:25][CH2:24][CH2:23][CH2:22][CH2:21][CH2:20][CH2:19][CH2:18][CH2:17][CH2:16][CH2:15][CH3:14])(=[O:12])[C:9]([CH3:11])=[O:10]. The yield is 0.800. (5) The reactants are [NH2:1][C:2]1[CH:7]=[CH:6][CH:5]=[CH:4][C:3]=1[CH2:8][CH3:9].[CH3:10][S:11](Cl)(=[O:13])=[O:12].[Cl-].[Cl-].[Cl-].[Al+3].[C:19](Cl)(=[O:22])[CH2:20][CH3:21].Cl. The catalyst is N1C=CC=CC=1.ClCCl.C1(C)C=CC=CC=1. The product is [CH2:8]([C:3]1[CH:4]=[C:5]([C:19](=[O:22])[CH2:20][CH3:21])[CH:6]=[CH:7][C:2]=1[NH:1][S:11]([CH3:10])(=[O:13])=[O:12])[CH3:9]. The yield is 0.430. (6) The reactants are [C:1]([O:5][C:6](=[O:20])[NH:7][C@@H:8]([C:11]1[CH:16]=[CH:15][C:14]([Cl:17])=[C:13]([OH:18])[C:12]=1[F:19])[CH2:9][CH3:10])([CH3:4])([CH3:3])[CH3:2].[C:21]([C:23]1[CH:28]=[CH:27][C:26](B(O)O)=[CH:25][CH:24]=1)#[N:22].N1C=CC=CC=1. The catalyst is C(Cl)Cl.O.CC([O-])=O.CC([O-])=O.[Cu+2]. The product is [C:1]([O:5][C:6](=[O:20])[NH:7][C@@H:8]([C:11]1[CH:16]=[CH:15][C:14]([Cl:17])=[C:13]([O:18][C:26]2[CH:27]=[CH:28][C:23]([C:21]#[N:22])=[CH:24][CH:25]=2)[C:12]=1[F:19])[CH2:9][CH3:10])([CH3:2])([CH3:3])[CH3:4]. The yield is 0.262. (7) The yield is 0.906. The catalyst is O. The reactants are [CH3:13][C:12]([O:11][C:9](O[C:9]([O:11][C:12]([CH3:15])([CH3:14])[CH3:13])=[O:10])=[O:10])([CH3:15])[CH3:14].Cl.[NH2:17][CH2:18][C@H:19]([C:23]1[CH:28]=[CH:27][C:26]([Cl:29])=[CH:25][CH:24]=1)[C:20]([OH:22])=[O:21].O.O.O.O.O.[OH-].C[N+](C)(C)C.CC#N. The product is [C:12]([O:11][C:9]([NH:17][CH2:18][C@H:19]([C:23]1[CH:24]=[CH:25][C:26]([Cl:29])=[CH:27][CH:28]=1)[C:20]([OH:22])=[O:21])=[O:10])([CH3:13])([CH3:14])[CH3:15]. (8) The reactants are Br[C:2]1[C:10]2[S:9][C:8]([NH:11][C:12]([C:14]3[S:15][C:16]([CH3:19])=[CH:17][CH:18]=3)=[O:13])=[N:7][C:6]=2[C:5]([O:20][CH3:21])=[CH:4][CH:3]=1.[N:22]1[CH:27]=[CH:26][C:25](B(O)O)=[CH:24][CH:23]=1. No catalyst specified. The product is [CH3:21][O:20][C:5]1[C:6]2[N:7]=[C:8]([NH:11][C:12]([C:14]3[S:15][C:16]([CH3:19])=[CH:17][CH:18]=3)=[O:13])[S:9][C:10]=2[C:2]([C:25]2[CH:26]=[CH:27][N:22]=[CH:23][CH:24]=2)=[CH:3][CH:4]=1. The yield is 0.0600.